From a dataset of Full USPTO retrosynthesis dataset with 1.9M reactions from patents (1976-2016). Predict the reactants needed to synthesize the given product. (1) Given the product [O:20]1[CH2:21][CH2:22][N:17]([C:14]2[CH:13]=[CH:12][C:11]([C:9]3[N:8]([S:23]([C:26]4[CH:27]=[CH:28][CH:29]=[CH:30][CH:31]=4)(=[O:24])=[O:25])[C:4]4=[N:5][CH:6]=[CH:7][C:2]([C:39]5[CH:40]=[CH:41][C:42]([N:43]6[CH2:47][CH2:46][CH2:45][C:44]6=[O:48])=[C:37]([CH:38]=5)[C:35]#[N:36])=[C:3]4[CH:10]=3)=[CH:16][CH:15]=2)[CH2:18][CH2:19]1, predict the reactants needed to synthesize it. The reactants are: Br[C:2]1[CH:7]=[CH:6][N:5]=[C:4]2[N:8]([S:23]([C:26]3[CH:31]=[CH:30][CH:29]=[CH:28][CH:27]=3)(=[O:25])=[O:24])[C:9]([C:11]3[CH:16]=[CH:15][C:14]([N:17]4[CH2:22][CH2:21][O:20][CH2:19][CH2:18]4)=[CH:13][CH:12]=3)=[CH:10][C:3]=12.ClCCl.[C:35]([C:37]1[CH:38]=[C:39](B(O)O)[CH:40]=[CH:41][C:42]=1[N:43]1[CH2:47][CH2:46][CH2:45][C:44]1=[O:48])#[N:36].C(=O)([O-])[O-].[Na+].[Na+]. (2) Given the product [N:1]1[C:10]2[C:5](=[CH:6][CH:7]=[CH:8][CH:9]=2)[C:4]([CH2:11][OH:12])=[CH:3][CH:2]=1, predict the reactants needed to synthesize it. The reactants are: [N:1]1[C:10]2[C:5](=[CH:6][CH:7]=[CH:8][CH:9]=2)[C:4]([CH:11]=[O:12])=[CH:3][CH:2]=1.[BH4-].[Na+].Cl. (3) Given the product [CH3:27][C:5]1[C:4]([C:6]2[N:11]3[CH:12]=[CH:13][N:14]=[C:10]3[CH:9]=[C:8]([C:15]3[CH:20]=[CH:19][C:18]([N:21]4[CH2:26][CH2:25][O:24][CH2:23][CH2:22]4)=[CH:17][CH:16]=3)[N:7]=2)=[CH:3][NH:2][N:1]=1, predict the reactants needed to synthesize it. The reactants are: [NH:1]1[CH:5]=[C:4]([C:6]2[N:11]3[CH:12]=[CH:13][N:14]=[C:10]3[CH:9]=[C:8]([C:15]3[CH:20]=[CH:19][C:18]([N:21]4[CH2:26][CH2:25][O:24][CH2:23][CH2:22]4)=[CH:17][CH:16]=3)[N:7]=2)[CH:3]=[N:2]1.[CH3:27]C1NN=CC=1B1OC(C)(C)C(C)(C)O1.C(=O)([O-])[O-].[K+].[K+]. (4) The reactants are: [N:1]1([C:8]([O:10][C:11]([CH3:14])([CH3:13])[CH3:12])=[O:9])[CH2:7][CH2:6][CH2:5][NH:4][CH2:3][CH2:2]1.[Br:15][C:16]1[CH:17]=[CH:18][C:19]([CH:22]=O)=[N:20][CH:21]=1.C(O[BH-](OC(=O)C)OC(=O)C)(=O)C.[Na+].C(=O)([O-])O.[Na+]. Given the product [Br:15][C:16]1[CH:17]=[CH:18][C:19]([CH2:22][N:4]2[CH2:5][CH2:6][CH2:7][N:1]([C:8]([O:10][C:11]([CH3:14])([CH3:13])[CH3:12])=[O:9])[CH2:2][CH2:3]2)=[N:20][CH:21]=1, predict the reactants needed to synthesize it. (5) Given the product [C:12]([N:15]1[CH2:20][CH2:19][CH:18]([CH2:21][CH2:22][N:3]2[C:2]([Br:1])=[N:10][C:9]3[C:4]2=[N:5][CH:6]=[N:7][C:8]=3[NH2:11])[CH2:17][CH2:16]1)(=[O:14])[CH3:13].[C:12]([N:15]1[CH2:20][CH2:19][CH:18]([CH2:21][CH2:22][N:5]2[C:4]3[C:9]([N:10]=[C:2]([Br:1])[N:3]=3)=[C:8]([NH2:11])[N:7]=[CH:6]2)[CH2:17][CH2:16]1)(=[O:14])[CH3:13], predict the reactants needed to synthesize it. The reactants are: [Br:1][C:2]1[NH:10][C:9]2[C:4](=[N:5][CH:6]=[N:7][C:8]=2[NH2:11])[N:3]=1.[C:12]([N:15]1[CH2:20][CH2:19][CH:18]([CH2:21][CH2:22]OS(C2C=CC(C)=CC=2)(=O)=O)[CH2:17][CH2:16]1)(=[O:14])[CH3:13].